This data is from Reaction yield outcomes from USPTO patents with 853,638 reactions. The task is: Predict the reaction yield, written as a fraction of the theoretical maximum amount of product (1.0 means a 100% yield; for example, 0.34 means a 34% yield). (1) The reactants are [C:1]1([O:7][P:8]([CH2:11][C:12]([CH3:35])=[CH:13][CH2:14][C:15]2[C:16]([O:28][CH2:29][CH2:30][Si:31]([CH3:34])([CH3:33])[CH3:32])=[C:17]3[C:21](=[C:22]([CH3:26])[C:23]=2[O:24][CH3:25])[CH2:20][O:19][C:18]3=[O:27])(=[O:10])[OH:9])[CH:6]=[CH:5][CH:4]=[CH:3][CH:2]=1.[C:36]([O:41][CH2:42][CH3:43])(=[O:40])[C@H:37]([CH3:39])O.C1CN([P+](ON2N=NC3C=CC=CC2=3)(N2CCCC2)N2CCCC2)CC1.F[P-](F)(F)(F)(F)F. The catalyst is N1C=CC=CC=1. The product is [CH2:42]([O:41][C:36](=[O:40])[CH:37]([O:10][P:8]([CH2:11][C:12]([CH3:35])=[CH:13][CH2:14][C:15]1[C:16]([O:28][CH2:29][CH2:30][Si:31]([CH3:34])([CH3:32])[CH3:33])=[C:17]2[C:21](=[C:22]([CH3:26])[C:23]=1[O:24][CH3:25])[CH2:20][O:19][C:18]2=[O:27])([O:7][C:1]1[CH:2]=[CH:3][CH:4]=[CH:5][CH:6]=1)=[O:9])[CH3:39])[CH3:43]. The yield is 0.830. (2) The reactants are [CH:1]1([C:4]([NH:6][C:7]2[CH:8]=[C:9]([CH:14]3[C:23]([CH3:25])([CH3:24])[CH2:22][C:21]4[C:16](=[CH:17][CH:18]=[C:19]([C:26]([O:28]C)=[O:27])[CH:20]=4)[NH:15]3)[CH:10]=[CH:11][C:12]=2[F:13])=[O:5])[CH2:3][CH2:2]1.[OH-].[Na+]. The catalyst is CO. The product is [CH:1]1([C:4]([NH:6][C:7]2[CH:8]=[C:9]([CH:14]3[C:23]([CH3:25])([CH3:24])[CH2:22][C:21]4[C:16](=[CH:17][CH:18]=[C:19]([C:26]([OH:28])=[O:27])[CH:20]=4)[NH:15]3)[CH:10]=[CH:11][C:12]=2[F:13])=[O:5])[CH2:2][CH2:3]1. The yield is 0.720. (3) The catalyst is CO.O. The yield is 0.250. The reactants are [OH:1][C:2]1[C:11]([CH:12]([CH3:14])[CH3:13])=[CH:10][C:5]([C:6]([O:8]C)=[O:7])=[C:4]([O:15][CH2:16][O:17][CH3:18])[CH:3]=1.[OH-].[K+]. The product is [OH:1][C:2]1[C:11]([CH:12]([CH3:13])[CH3:14])=[CH:10][C:5]([C:6]([OH:8])=[O:7])=[C:4]([O:15][CH2:16][O:17][CH3:18])[CH:3]=1. (4) The reactants are CO[C:3]([C:5]1[N:6]=[CH:7][C:8]2[N:9]([CH:20]=[N:21][CH:22]=2)[C:10]=1[NH:11][C:12]1[CH:17]=[CH:16][C:15]([I:18])=[CH:14][C:13]=1[F:19])=[O:4].Cl.[CH2:24]([O:26][NH2:27])[CH3:25].C[Si](C)(C)[N-][Si](C)(C)C.[Li+]. The catalyst is C1COCC1. The product is [CH2:24]([O:26][NH:27][C:3]([C:5]1[N:6]=[CH:7][C:8]2[N:9]([CH:20]=[N:21][CH:22]=2)[C:10]=1[NH:11][C:12]1[CH:17]=[CH:16][C:15]([I:18])=[CH:14][C:13]=1[F:19])=[O:4])[CH3:25]. The yield is 0.191. (5) The reactants are [Cl:1][C:2]1[N:10]=[C:9]2[C:5]([NH:6][CH:7]=[N:8]2)=[CH:4][N:3]=1.[O:11]1[CH:16]=[CH:15][CH2:14][CH2:13][CH2:12]1. The catalyst is C1(C)C=CC(S(O)(=O)=O)=CC=1.C1(C)C=CC=CC=1. The product is [Cl:1][C:2]1[N:10]=[C:9]2[C:5]([N:6]([CH:12]3[CH2:13][CH2:14][CH2:15][CH2:16][O:11]3)[CH:7]=[N:8]2)=[CH:4][N:3]=1. The yield is 0.790. (6) The reactants are [CH2:1]([O:8][C:9]1[C:14](=[O:15])[CH:13]=[CH:12]O[C:10]=1[CH3:16])[C:2]1[CH:7]=[CH:6][CH:5]=[CH:4][CH:3]=1.[NH3:17].[OH-].[Na+].[Cl-].[NH4+]. The catalyst is C(O)C.C(Cl)(Cl)Cl. The product is [CH2:1]([O:8][C:9]1[C:14](=[O:15])[CH:13]=[CH:12][NH:17][C:10]=1[CH3:16])[C:2]1[CH:7]=[CH:6][CH:5]=[CH:4][CH:3]=1. The yield is 0.430. (7) The reactants are [N:1]1[C:8]([Cl:9])=[N:7][C:5]([Cl:6])=[N:4][C:2]=1Cl.Cl[C:11]1[CH:12]=[C:13]([CH:16]=[CH:17][C:18]=1[NH2:19])[O:14][CH3:15].[OH-].[Na+].[ClH:22]. The catalyst is CC(C)=O. The product is [Cl:22][C:12]1[CH:11]=[C:18]([NH:19][C:2]2[N:1]=[C:8]([Cl:9])[N:7]=[C:5]([Cl:6])[N:4]=2)[CH:17]=[CH:16][C:13]=1[O:14][CH3:15]. The yield is 0.960. (8) The reactants are [CH2:1]([O:5]/[CH:6]=[CH:7]/[C:8]1[C:13]([C:14]([O:16][CH3:17])=[O:15])=[N:12][CH:11]=[C:10]2[N:18](S(C3C=CC=CC=3)(=O)=O)[CH:19]=[CH:20][C:9]=12)[CH2:2][CH2:3][CH3:4].C[O-].[Na+]. The catalyst is CO. The product is [CH2:1]([O:5]/[CH:6]=[CH:7]/[C:8]1[C:13]([C:14]([O:16][CH3:17])=[O:15])=[N:12][CH:11]=[C:10]2[NH:18][CH:19]=[CH:20][C:9]=12)[CH2:2][CH2:3][CH3:4]. The yield is 0.840. (9) The reactants are [NH:1]1[CH:5]=[C:4]([C:6]([OH:8])=O)[N:3]=[CH:2]1.S(Cl)(Cl)=O.[NH2:13][C:14]([CH3:18])([CH3:17])[CH2:15]O.C(N(CC)CC)C. The catalyst is C(#N)C. The product is [NH:1]1[CH:5]=[C:4]([C:6]2[O:8][CH2:15][C:14]([CH3:18])([CH3:17])[N:13]=2)[N:3]=[CH:2]1. The yield is 0.600.